This data is from NCI-60 drug combinations with 297,098 pairs across 59 cell lines. The task is: Regression. Given two drug SMILES strings and cell line genomic features, predict the synergy score measuring deviation from expected non-interaction effect. (1) Drug 2: CC(C)NC(=O)C1=CC=C(C=C1)CNNC.Cl. Drug 1: C1=C(C(=O)NC(=O)N1)N(CCCl)CCCl. Synergy scores: CSS=33.0, Synergy_ZIP=6.13, Synergy_Bliss=7.92, Synergy_Loewe=-2.41, Synergy_HSA=5.85. Cell line: IGROV1. (2) Drug 1: C1=NC(=NC(=O)N1C2C(C(C(O2)CO)O)O)N. Drug 2: C(CC(=O)O)C(=O)CN.Cl. Cell line: OVCAR-4. Synergy scores: CSS=24.0, Synergy_ZIP=-0.740, Synergy_Bliss=1.33, Synergy_Loewe=-7.29, Synergy_HSA=3.67. (3) Drug 1: B(C(CC(C)C)NC(=O)C(CC1=CC=CC=C1)NC(=O)C2=NC=CN=C2)(O)O. Drug 2: CC1C(C(CC(O1)OC2CC(CC3=C2C(=C4C(=C3O)C(=O)C5=C(C4=O)C(=CC=C5)OC)O)(C(=O)CO)O)N)O.Cl. Cell line: UACC62. Synergy scores: CSS=64.9, Synergy_ZIP=-3.52, Synergy_Bliss=-6.02, Synergy_Loewe=-5.58, Synergy_HSA=-4.16. (4) Drug 1: C1=C(C(=O)NC(=O)N1)F. Drug 2: C1=NNC2=C1C(=O)NC=N2. Cell line: SW-620. Synergy scores: CSS=40.7, Synergy_ZIP=3.12, Synergy_Bliss=1.58, Synergy_Loewe=-20.2, Synergy_HSA=0.170. (5) Drug 1: C1=CC(=CC=C1CC(C(=O)O)N)N(CCCl)CCCl.Cl. Cell line: BT-549. Drug 2: C(CCl)NC(=O)N(CCCl)N=O. Synergy scores: CSS=12.7, Synergy_ZIP=0.0836, Synergy_Bliss=3.88, Synergy_Loewe=-1.43, Synergy_HSA=1.46.